The task is: Predict the reaction yield, written as a fraction of the theoretical maximum amount of product (1.0 means a 100% yield; for example, 0.34 means a 34% yield).. This data is from Reaction yield outcomes from USPTO patents with 853,638 reactions. (1) The reactants are [CH3:1][C:2]1([CH3:16])[C:6]([CH3:8])([CH3:7])[O:5][B:4]([C:9]2[CH:15]=[CH:14][C:12]([NH2:13])=[CH:11][CH:10]=2)[O:3]1.[O:17]1[CH2:22][CH2:21][C:20](=O)[CH2:19][CH2:18]1.[BH-](OC(C)=O)(OC(C)=O)OC(C)=O.[Na+].CC(O)=O. The product is [CH3:8][C:6]1([CH3:7])[C:2]([CH3:16])([CH3:1])[O:3][B:4]([C:9]2[CH:15]=[CH:14][C:12]([NH:13][CH:20]3[CH2:21][CH2:22][O:17][CH2:18][CH2:19]3)=[CH:11][CH:10]=2)[O:5]1. The catalyst is ClCCCl. The yield is 0.430. (2) The reactants are [CH3:1][O:2][C:3]1[CH:11]=[C:10]2[C:6]([C:7]([C:14]([OH:16])=O)=[C:8]([CH3:13])[N:9]2[CH3:12])=[CH:5][CH:4]=1.O=S(Cl)Cl.[CH:21]1([CH2:24][NH2:25])[CH2:23][CH2:22]1. No catalyst specified. The product is [CH:21]1([CH2:24][NH:25][C:14]([C:7]2[C:6]3[C:10](=[CH:11][C:3]([O:2][CH3:1])=[CH:4][CH:5]=3)[N:9]([CH3:12])[C:8]=2[CH3:13])=[O:16])[CH2:23][CH2:22]1. The yield is 0.380. (3) The reactants are CO[C:3](=[O:25])[C:4]1[CH:9]=[CH:8][C:7]([O:10][CH2:11][C:12]2[C:13]([C:18]3[CH:23]=[CH:22][C:21]([CH3:24])=[CH:20][CH:19]=3)=[N:14][O:15][C:16]=2[CH3:17])=[N:6][CH:5]=1.COC(=O)C1C=CC(OC[C:37]2[C:38]([C:43]3[CH:44]=C(C)C=CC=3)=[N:39][O:40][C:41]=2C)=NC=1. No catalyst specified. The product is [CH3:17][C:16]1[O:15][N:14]=[C:13]([C:18]2[CH:23]=[CH:22][C:21]([CH3:24])=[CH:20][CH:19]=2)[C:12]=1[CH2:11][O:10][C:7]1[CH:8]=[CH:9][C:4]([C:3]([NH:39][CH:38]2[CH2:43][CH2:44][O:40][CH2:41][CH2:37]2)=[O:25])=[CH:5][N:6]=1. The yield is 0.840. (4) The reactants are [NH4+].[OH-].S[C:4]1[N:5]=[C:6]([OH:14])[C:7]2[C@H:12]([CH3:13])[CH2:11][CH2:10][C:8]=2[N:9]=1. The catalyst is [Ni].O. The product is [CH3:13][C@H:12]1[C:7]2[C:6]([OH:14])=[N:5][CH:4]=[N:9][C:8]=2[CH2:10][CH2:11]1. The yield is 0.990. (5) The reactants are FC(F)(F)C(OC1C(OC(=O)C(F)(F)F)=C(I)C=CC=1)=O.C([C:25]1[CH:30]=[C:29]([O:31][C:32]2[CH:37]=[CH:36][C:35]([NH:38][C:39]3[N:55]=[CH:54][CH:53]=[CH:52][C:40]=3[C:41]([NH:43][C:44]3[CH:49]=[CH:48][C:47]([F:50])=[CH:46][C:45]=3[F:51])=[O:42])=[CH:34][C:33]=2[F:56])[CH:28]=[CH:27][N:26]=1)(=O)N.O.[N:58]1C=CC=CC=1.[ClH:64]. The catalyst is CN(C=O)C. The product is [ClH:64].[NH2:58][C:25]1[CH:30]=[C:29]([O:31][C:32]2[CH:37]=[CH:36][C:35]([NH:38][C:39]3[N:55]=[CH:54][CH:53]=[CH:52][C:40]=3[C:41]([NH:43][C:44]3[CH:49]=[CH:48][C:47]([F:50])=[CH:46][C:45]=3[F:51])=[O:42])=[CH:34][C:33]=2[F:56])[CH:28]=[CH:27][N:26]=1. The yield is 0.350. (6) The catalyst is C(O)C.[NH4+].[Cl-].[Zn]. The yield is 0.900. The product is [CH3:1][O:2][C:3]([C:5]1[C:14]2[C:9](=[CH:10][C:11]([O:18][CH3:19])=[C:12]([NH2:15])[CH:13]=2)[C:8](=[O:20])[N:7]([CH2:21][CH3:22])[CH:6]=1)=[O:4]. The reactants are [CH3:1][O:2][C:3]([C:5]1[C:14]2[C:9](=[CH:10][C:11]([O:18][CH3:19])=[C:12]([N+:15]([O-])=O)[CH:13]=2)[C:8](=[O:20])[N:7]([CH2:21][CH3:22])[CH:6]=1)=[O:4]. (7) The reactants are [CH2:1]([O:3][C:4](=[O:11])[C:5](=O)[CH:6]=[C:7]([CH3:9])[CH3:8])[CH3:2].C(O)(=O)C(O)=O.[CH3:18][CH:19]([CH3:24])[CH2:20][CH2:21][NH:22][NH2:23]. The catalyst is CS(C)=O.CCOC(C)=O. The product is [CH2:1]([O:3][C:4](=[O:11])[C:5](=[N:23][NH:22][CH2:21][CH2:20][CH:19]([CH3:24])[CH3:18])[CH:6]=[C:7]([CH3:9])[CH3:8])[CH3:2]. The yield is 0.100. (8) The reactants are [Cl:1][C:2]1[CH:7]=[C:6](Cl)[N:5]2[N:9]=[CH:10][CH:11]=[C:4]2[N:3]=1.[NH2:12][C:13]1[CH:14]=[C:15]([CH:23]=[CH:24][CH:25]=1)[C:16]([O:18][C:19]([CH3:22])([CH3:21])[CH3:20])=[O:17].C(N(CC)CC)C.C(O)(C)(C)C. The catalyst is O. The product is [Cl:1][C:2]1[CH:7]=[C:6]([NH:12][C:13]2[CH:14]=[C:15]([CH:23]=[CH:24][CH:25]=2)[C:16]([O:18][C:19]([CH3:21])([CH3:22])[CH3:20])=[O:17])[N:5]2[N:9]=[CH:10][CH:11]=[C:4]2[N:3]=1. The yield is 1.00. (9) The reactants are [CH2:1]([NH:4][C:5]1[C:14]2[C:9](=[CH:10][CH:11]=[C:12]([N+:15]([O-:17])=[O:16])[CH:13]=2)[N:8]=[C:7](Cl)[N:6]=1)[CH:2]=[CH2:3].[CH2:19]([NH2:22])[CH2:20][CH3:21]. The catalyst is O. The product is [CH2:1]([NH:4][C:5]1[C:14]2[C:9](=[CH:10][CH:11]=[C:12]([N+:15]([O-:17])=[O:16])[CH:13]=2)[N:8]=[C:7]([NH:22][CH2:19][CH2:20][CH3:21])[N:6]=1)[CH:2]=[CH2:3]. The yield is 0.777. (10) The reactants are Br[C:2]1[CH:3]=[CH:4][C:5]([F:29])=[C:6]([C:8]2([C:19]3[CH:24]=[CH:23][N:22]=[C:21]([C:25]([F:28])([F:27])[F:26])[CH:20]=3)[C:16]3[C:11](=[C:12]([F:17])[CH:13]=[CH:14][CH:15]=3)[C:10]([NH2:18])=[N:9]2)[CH:7]=1.[N:30]1[CH:35]=[C:34](B(O)O)[CH:33]=[N:32][CH:31]=1. No catalyst specified. The product is [F:17][C:12]1[CH:13]=[CH:14][CH:15]=[C:16]2[C:11]=1[C:10]([NH2:18])=[N:9][C:8]2([C:6]1[CH:7]=[C:2]([C:34]2[CH:35]=[N:30][CH:31]=[N:32][CH:33]=2)[CH:3]=[CH:4][C:5]=1[F:29])[C:19]1[CH:24]=[CH:23][N:22]=[C:21]([C:25]([F:26])([F:27])[F:28])[CH:20]=1. The yield is 0.580.